Predict which catalyst facilitates the given reaction. From a dataset of Catalyst prediction with 721,799 reactions and 888 catalyst types from USPTO. (1) Reactant: [F:1][C:2]([F:18])([F:17])[CH2:3][NH:4][C:5]1[CH:12]=[CH:11][C:8]([C:9]#[N:10])=[C:7]([C:13]([F:16])([F:15])[F:14])[CH:6]=1.Br[CH2:20][C:21]([O:23][CH3:24])=[O:22].C([O-])([O-])=O.[Cs+].[Cs+]. Product: [C:9]([C:8]1[CH:11]=[CH:12][C:5]([N:4]([CH2:3][C:2]([F:17])([F:18])[F:1])[CH2:20][C:21]([O:23][CH3:24])=[O:22])=[CH:6][C:7]=1[C:13]([F:16])([F:14])[F:15])#[N:10]. The catalyst class is: 10. (2) Reactant: [Br:1][C:2]1[CH:6]=[CH:5][NH:4][N:3]=1.[O:7]1CC[CH2:9][CH2:8]1.CC(C)([O-])C.[K+].O1CCOS1(=O)=O.Cl.C(=O)([O-])O.[Na+]. Product: [Br:1][C:2]1[CH:6]=[CH:5][N:4]([CH2:9][CH2:8][OH:7])[N:3]=1. The catalyst class is: 42. (3) Product: [N:24]1([C:20](=[O:22])[CH2:19][CH2:18][CH2:17][CH2:16][NH:15][C:13]([C:11]2[O:10][N:9]=[C:8]([C:5]3[CH:4]=[CH:3][C:2]([F:1])=[CH:7][CH:6]=3)[CH:12]=2)=[O:14])[CH2:27][CH2:26][CH2:25]1. The catalyst class is: 13. Reactant: [F:1][C:2]1[CH:7]=[CH:6][C:5]([C:8]2[CH:12]=[C:11]([C:13]([NH:15][CH2:16][CH2:17][CH2:18][CH2:19][C:20]([OH:22])=O)=[O:14])[O:10][N:9]=2)=[CH:4][CH:3]=1.Cl.[NH:24]1[CH2:27][CH2:26][CH2:25]1.ClCCl.CCN(C(C)C)C(C)C. (4) Reactant: Cl.[NH2:2][CH2:3][CH2:4][SH:5].[OH-:6].[K+].[C:8](OC(=O)C)(=[O:10])[CH3:9].N[CH2:16][CH2:17]S.Cl.[Na+].[Cl-]. Product: [C:8]([NH:2][CH2:3][CH2:4][S:5][C:16](=[O:6])[CH3:17])(=[O:10])[CH3:9]. The catalyst class is: 6. (5) Reactant: C[Si:2](C)(C)[C:3]#[C:4][CH2:5][O:6][CH:7]1[CH2:12][CH2:11][CH2:10][CH2:9][O:8]1.[Li][C:16](C)([CH3:18])[CH3:17].[C:20](=O)=O.[NH4+].[Cl-].[CH3:25][CH2:26][CH2:27][CH2:28][CH3:29]. Product: [C:27]1(/[CH:17]=[CH:16]/[CH2:18][CH:5]([O:6][CH:7]2[CH2:12][CH2:11][CH2:10][CH2:9][O:8]2)[C:4]#[C:3][SiH3:2])[CH:28]=[CH:29][CH:20]=[CH:25][CH:26]=1. The catalyst class is: 1. (6) Reactant: C([N:8]([C@@H:17]([C:24]1[CH:29]=[CH:28][CH:27]=[CH:26][CH:25]=1)[C@H:18]([CH3:23])[C:19]([O:21][CH3:22])=[O:20])[C@@H](C)C1C=CC=CC=1)C1C=CC=CC=1.[H][H]. Product: [NH2:8][C@@H:17]([C:24]1[CH:29]=[CH:28][CH:27]=[CH:26][CH:25]=1)[C@H:18]([CH3:23])[C:19]([O:21][CH3:22])=[O:20]. The catalyst class is: 285.